Predict which catalyst facilitates the given reaction. From a dataset of Catalyst prediction with 721,799 reactions and 888 catalyst types from USPTO. (1) Reactant: [N:1]1([C:5]2[N:10]=[C:9]([C:11]([O:13]C)=[O:12])[CH:8]=[CH:7][CH:6]=2)[CH2:4][CH2:3][CH2:2]1.[OH-].[K+].Cl. Product: [N:1]1([C:5]2[N:10]=[C:9]([C:11]([OH:13])=[O:12])[CH:8]=[CH:7][CH:6]=2)[CH2:4][CH2:3][CH2:2]1. The catalyst class is: 5. (2) Reactant: [O:1]=[S:2]1(=[O:30])[C:7]2[CH:8]=[CH:9][CH:10]=[CH:11][C:6]=2[NH:5][C:4](=[O:12])[N:3]1[C:13]1[CH:14]=[C:15](CNC(=O)OC(C)(C)C)[C:16]([O:19][CH3:20])=[N:17][CH:18]=1.[F:31][C:32]1[CH:39]=[C:38]([O:40][CH3:41])[CH:37]=[C:36]([F:42])[C:33]=1[CH2:34]Br.C([O-])([O-])=O.[K+].[K+].C(O)(C(F)(F)F)=O.FC1C=C(OC)C=C(F)C=1[CH2:59][N:60]1C2C=CC=CC=2S(=O)(=O)N(C2C=CC(OC)=C(NC)N=2)C1=O. Product: [F:31][C:32]1[CH:39]=[C:38]([O:40][CH3:41])[CH:37]=[C:36]([F:42])[C:33]=1[CH2:34][N:5]1[C:6]2[CH:11]=[CH:10][CH:9]=[CH:8][C:7]=2[S:2](=[O:30])(=[O:1])[N:3]([C:13]2[CH:18]=[N:17][C:16]([O:19][CH3:20])=[C:15]([NH:60][CH3:59])[CH:14]=2)[C:4]1=[O:12]. The catalyst class is: 85. (3) Reactant: [CH2:1]1[CH2:11][C:9](=[O:10])[C:8]2[C:3](=[CH:4][CH:5]=[CH:6][CH:7]=2)[CH2:2]1. Product: [CH2:1]1[CH2:2][C:3]2[C:8](=[CH:7][CH:6]=[CH:5][CH:4]=2)[C@H:9]([OH:10])[CH2:11]1. The catalyst class is: 41. (4) Reactant: [NH2:1][C:2]([NH:4][C:5]1[C:6]([C:18]([NH2:20])=[O:19])=[N:7][N:8]([C:10]2[CH:15]=[CH:14][C:13](I)=[C:12]([CH3:17])[CH:11]=2)[CH:9]=1)=[O:3].[OH:21][C:22]1[CH:27]=[C:26]([F:28])[CH:25]=[CH:24][C:23]=1B(O)O.C([O-])([O-])=O.[Cs+].[Cs+]. Product: [F:28][C:26]1[CH:25]=[CH:24][C:23]([C:13]2[CH:14]=[CH:15][C:10]([N:8]3[CH:9]=[C:5]([NH:4][C:2]([NH2:1])=[O:3])[C:6]([C:18]([NH2:20])=[O:19])=[N:7]3)=[CH:11][C:12]=2[CH3:17])=[C:22]([OH:21])[CH:27]=1. The catalyst class is: 339. (5) Reactant: [CH3:1][C:2]1[S:6][C:5]([CH:7]=O)=[CH:4][CH:3]=1.[NH2:9][OH:10].Cl.N1C=CC=CC=1. Product: [CH3:1][C:2]1[S:6][C:5]([CH:7]=[N:9][OH:10])=[CH:4][CH:3]=1. The catalyst class is: 48. (6) Reactant: [OH-].[Na+].Cl[C:4]1[N:9]=[N:8][C:7]([NH2:10])=[CH:6][CH:5]=1.[CH3:11][C:12]1[CH:17]=[CH:16][CH:15]=[CH:14][C:13]=1[OH:18].N. Product: [CH3:11][C:12]1[CH:17]=[CH:16][CH:15]=[CH:14][C:13]=1[O:18][C:4]1[N:9]=[N:8][C:7]([NH2:10])=[CH:6][CH:5]=1. The catalyst class is: 382.